From a dataset of Full USPTO retrosynthesis dataset with 1.9M reactions from patents (1976-2016). Predict the reactants needed to synthesize the given product. (1) Given the product [NH2:16][C:15]1[S:14][C:13]([C:24]2[C:29]([F:30])=[CH:28][CH:27]=[CH:26][C:25]=2[F:31])=[N:12][C:11]=1[C:9]([NH:8][C:3]1[CH:4]=[N:5][N:6]([CH3:7])[C:2]=1[C:33]1[O:32][CH2:37][CH2:36][CH2:35][CH:34]=1)=[O:10], predict the reactants needed to synthesize it. The reactants are: Cl[C:2]1[N:6]([CH3:7])[N:5]=[CH:4][C:3]=1[NH:8][C:9]([C:11]1[N:12]=[C:13]([C:24]2[C:29]([F:30])=[CH:28][CH:27]=[CH:26][C:25]=2[F:31])[S:14][C:15]=1[NH:16]C(=O)OC(C)(C)C)=[O:10].[O:32]1[C:37](B2OC(C)(C)C(C)(C)O2)=[CH:36][CH2:35][CH2:34][CH2:33]1. (2) Given the product [NH:1]1[C:9]2[C:4](=[CH:5][CH:6]=[CH:7][CH:8]=2)[C:3](/[CH:10]=[CH:13]/[C:12]([C:15]2[CH:20]=[CH:19][CH:18]=[CH:17][CH:16]=2)=[O:14])=[CH:2]1, predict the reactants needed to synthesize it. The reactants are: [NH:1]1[C:9]2[C:4](=[CH:5][CH:6]=[CH:7][CH:8]=2)[C:3]([CH:10]=O)=[CH:2]1.[C:12]([C:15]1[CH:20]=[CH:19][CH:18]=[CH:17][CH:16]=1)(=[O:14])[CH3:13].N1CCCCC1.C(O)(=O)C.